From a dataset of Full USPTO retrosynthesis dataset with 1.9M reactions from patents (1976-2016). Predict the reactants needed to synthesize the given product. (1) Given the product [CH3:1][N:2]([CH2:3][C:4]([N:6]1[CH2:11][CH2:10][S:9][C:8]2[CH:12]=[CH:13][C:14]([N+:16]([O-:18])=[O:17])=[CH:15][C:7]1=2)=[O:5])[C:26](=[O:27])[O:28][C:29]([CH3:32])([CH3:31])[CH3:30], predict the reactants needed to synthesize it. The reactants are: [CH3:1][NH:2][CH2:3][C:4]([N:6]1[CH2:11][CH2:10][S:9][C:8]2[CH:12]=[CH:13][C:14]([N+:16]([O-:18])=[O:17])=[CH:15][C:7]1=2)=[O:5].C(N(CC)CC)C.[C:26](O[C:26]([O:28][C:29]([CH3:32])([CH3:31])[CH3:30])=[O:27])([O:28][C:29]([CH3:32])([CH3:31])[CH3:30])=[O:27]. (2) Given the product [Cl:12][C:13]1[N:18]=[C:17]([N:19]2[CH2:24][CH2:23][CH2:22][C@@H:21]([NH:25][C:1](=[O:3])[CH3:2])[CH2:20]2)[CH:16]=[C:15]([CH2:26][CH2:27][CH3:28])[N:14]=1, predict the reactants needed to synthesize it. The reactants are: [C:1](Cl)(=[O:3])[CH3:2].C(N(CC)CC)C.[Cl:12][C:13]1[N:18]=[C:17]([N:19]2[CH2:24][CH2:23][CH2:22][C@@H:21]([NH2:25])[CH2:20]2)[CH:16]=[C:15]([CH2:26][CH2:27][CH3:28])[N:14]=1.O.